From a dataset of Full USPTO retrosynthesis dataset with 1.9M reactions from patents (1976-2016). Predict the reactants needed to synthesize the given product. Given the product [Cl:1][C:2]1[C:3]([N:13]2[CH2:18][CH2:17][N:16]([C:27]([NH:26][C:24]3[CH:25]=[C:20]([Cl:19])[C:21]([Cl:30])=[CH:22][C:23]=3[Cl:29])=[O:28])[CH2:15][CH2:14]2)=[N:4][CH:5]=[C:6]([CH:12]=1)[C:7]([O:9][CH2:10][CH3:11])=[O:8], predict the reactants needed to synthesize it. The reactants are: [Cl:1][C:2]1[C:3]([N:13]2[CH2:18][CH2:17][NH:16][CH2:15][CH2:14]2)=[N:4][CH:5]=[C:6]([CH:12]=1)[C:7]([O:9][CH2:10][CH3:11])=[O:8].[Cl:19][C:20]1[CH:25]=[C:24]([N:26]=[C:27]=[O:28])[C:23]([Cl:29])=[CH:22][C:21]=1[Cl:30].